Dataset: Forward reaction prediction with 1.9M reactions from USPTO patents (1976-2016). Task: Predict the product of the given reaction. (1) Given the reactants [CH2:1]([O:3][C:4](=[O:24])[CH2:5][C:6]1[CH:7]=[N:8][CH:9]=[C:10]([C:12]2[CH:17]=[CH:16][C:15]([C:18]([F:21])([F:20])[F:19])=[CH:14][C:13]=2[CH:22]=O)[CH:11]=1)[CH3:2].[NH2:25][CH2:26][C:27]1[CH:32]=[CH:31][CH:30]=[CH:29][N:28]=1.C(O)(=O)C.C([BH3-])#N.[Na+], predict the reaction product. The product is: [CH2:1]([O:3][C:4](=[O:24])[CH2:5][C:6]1[CH:7]=[N:8][CH:9]=[C:10]([C:12]2[CH:17]=[CH:16][C:15]([C:18]([F:21])([F:20])[F:19])=[CH:14][C:13]=2[CH2:22][NH:25][CH2:26][C:27]2[CH:32]=[CH:31][CH:30]=[CH:29][N:28]=2)[CH:11]=1)[CH3:2]. (2) Given the reactants [CH3:1][C:2]1[S:6][C:5]([NH:7][C:8]([CH2:10][N:11]([CH3:13])[CH3:12])=[O:9])=[N:4][N:3]=1.[CH3:14]C(OC(OC(OC(C)(C)C)=O)=O)(C)C, predict the reaction product. The product is: [CH3:14][CH2:1][C:2]1[S:6][C:5]([NH:7][C:8]([CH2:10][N:11]([CH3:12])[CH3:13])=[O:9])=[N:4][N:3]=1. (3) The product is: [C:1]([O:5][C:6]([N:8]1[CH2:20][C@@H:19]([CH3:21])[N:18]2[C@H:10]([CH2:11][C:12]3[C:17]2=[N:16][C:15]([Cl:22])=[C:14]([O:23][CH2:24][CH3:25])[CH:13]=3)[CH2:9]1)=[O:7])([CH3:2])([CH3:4])[CH3:3]. Given the reactants [C:1]([O:5][C:6]([N:8]1[CH2:20][C@@H:19]([CH3:21])[N:18]2[C:10](=[CH:11][C:12]3[C:17]2=[N:16][C:15]([Cl:22])=[C:14]([O:23][CH2:24][CH3:25])[CH:13]=3)[CH2:9]1)=[O:7])([CH3:4])([CH3:3])[CH3:2].C(O)(=O)C.C(=O)(O)[O-].[Na+], predict the reaction product. (4) Given the reactants [Cl:1][C:2]1[N:3]=[C:4]([NH:32][C@@H:33]([CH:35]2[CH2:38][CH2:37][CH2:36]2)[CH3:34])[C:5]2[N:10]([CH2:11][C:12]3[CH:17]=[CH:16][C:15]([C:18]([F:21])([F:20])[F:19])=[CH:14][C:13]=3[N+:22]([O-])=O)[C:9]([C:25]3[CH:30]=[CH:29][CH:28]=[C:27]([CH3:31])[CH:26]=3)=[CH:8][C:6]=2[N:7]=1.[Cl-].[NH4+], predict the reaction product. The product is: [NH2:22][C:13]1[CH:14]=[C:15]([C:18]([F:20])([F:21])[F:19])[CH:16]=[CH:17][C:12]=1[CH2:11][N:10]1[C:5]2[C:4]([NH:32][C@@H:33]([CH:35]3[CH2:38][CH2:37][CH2:36]3)[CH3:34])=[N:3][C:2]([Cl:1])=[N:7][C:6]=2[CH:8]=[C:9]1[C:25]1[CH:30]=[CH:29][CH:28]=[C:27]([CH3:31])[CH:26]=1. (5) Given the reactants [Br:1][C:2]1[C:10]2[S:9][C:8]([NH:11][C:12]([NH:14][CH2:15][CH3:16])=[O:13])=[N:7][C:6]=2[CH:5]=[C:4]([C:17]2[CH:18]=[N:19][C:20]([N:23]3[CH2:28][CH2:27][C:26]([CH3:34])([C:29]([O:31]CC)=[O:30])[CH2:25][CH2:24]3)=[N:21][CH:22]=2)[CH:3]=1.CC(C)([O-])C.[K+].O, predict the reaction product. The product is: [Br:1][C:2]1[C:10]2[S:9][C:8]([NH:11][C:12](=[O:13])[NH:14][CH2:15][CH3:16])=[N:7][C:6]=2[CH:5]=[C:4]([C:17]2[CH:18]=[N:19][C:20]([N:23]3[CH2:28][CH2:27][C:26]([CH3:34])([C:29]([OH:31])=[O:30])[CH2:25][CH2:24]3)=[N:21][CH:22]=2)[CH:3]=1. (6) Given the reactants [CH3:1][C@@H:2]1[CH2:6][CH2:5][S:4](=[O:8])(=[O:7])[N:3]1[CH2:9][C:10]1[CH:19]=[CH:18][C:13]([C:14]([O:16]C)=O)=[CH:12][CH:11]=1.[CH3:20][C:21]1[C:22]([N:28]2[CH2:33][CH2:32][NH:31][CH2:30][CH2:29]2)=[N:23][CH:24]=[C:25]([CH3:27])[CH:26]=1, predict the reaction product. The product is: [CH3:20][C:21]1[C:22]([N:28]2[CH2:29][CH2:30][N:31]([C:14]([C:13]3[CH:12]=[CH:11][C:10]([CH2:9][N:3]4[C@H:2]([CH3:1])[CH2:6][CH2:5][S:4]4(=[O:7])=[O:8])=[CH:19][CH:18]=3)=[O:16])[CH2:32][CH2:33]2)=[N:23][CH:24]=[C:25]([CH3:27])[CH:26]=1.